From a dataset of Full USPTO retrosynthesis dataset with 1.9M reactions from patents (1976-2016). Predict the reactants needed to synthesize the given product. (1) Given the product [C:1]([NH:4][C@H:5]([C@H:11]1[C@H:15]([NH:16][C:17]([NH2:26])=[NH:18])[CH2:14][C@H:13]([C:34]([O:36][CH2:37][C@@H:38]2[C@@H:39]([OH:62])[C@@H:40]([OH:60])[C@H:41]([C:50]3[C:54]4[N:55]=[CH:56][N:57]=[C:58]([NH2:59])[C:53]=4[NH:52][CH:51]=3)[NH:42]2)=[O:35])[C@H:12]1[OH:65])[CH:6]([CH2:9][CH3:10])[CH2:7][CH3:8])(=[O:3])[CH3:2], predict the reactants needed to synthesize it. The reactants are: [C:1]([NH:4][C@H:5]([C@H:11]1[C@H:15]([NH:16][C:17]([NH:26]C(OC(C)(C)C)=O)=[N:18]C(OC(C)(C)C)=O)[CH2:14][C@H:13]([C:34]([O:36][CH2:37][C@H:38]2[N:42](C(OC(C)(C)C)=O)[C@@H:41]([C:50]3[C:54]4[N:55]=[CH:56][N:57]=[C:58]([NH2:59])[C:53]=4[NH:52][CH:51]=3)[C@@H:40]3[O:60]C(C)(C)[O:62][C@H:39]23)=[O:35])[C@H:12]1[OH:65])[CH:6]([CH2:9][CH3:10])[CH2:7][CH3:8])(=[O:3])[CH3:2].C(O)(C(F)(F)F)=O. (2) Given the product [N:23]1[CH:28]=[CH:27][CH:26]=[CH:25][C:24]=1[C:7]1[CH2:8][CH2:9][N:10]([C:13]([O:15][C:16]([CH3:19])([CH3:18])[CH3:17])=[O:14])[CH2:11][CH:12]=1, predict the reactants needed to synthesize it. The reactants are: FC(F)(F)S(O[C:7]1[CH2:8][CH2:9][N:10]([C:13]([O:15][C:16]([CH3:19])([CH3:18])[CH3:17])=[O:14])[CH2:11][CH:12]=1)(=O)=O.[Br-].[N:23]1[CH:28]=[CH:27][CH:26]=[CH:25][C:24]=1[Zn+]. (3) Given the product [CH3:54][C:55]1[O:59][C:58]([CH2:60][NH:61][C:22]([C:6]2[C:7](=[O:21])[C:8]([C:11]3[CH:16]=[CH:15][CH:14]=[C:13]([C:17]([F:20])([F:19])[F:18])[CH:12]=3)=[C:9]([CH3:10])[N:4]([CH:1]([CH3:2])[CH3:3])[CH:5]=2)=[O:24])=[N:57][N:56]=1, predict the reactants needed to synthesize it. The reactants are: [CH:1]([N:4]1[C:9]([CH3:10])=[C:8]([C:11]2[CH:16]=[CH:15][CH:14]=[C:13]([C:17]([F:20])([F:19])[F:18])[CH:12]=2)[C:7](=[O:21])[C:6]([C:22]([OH:24])=O)=[CH:5]1)([CH3:3])[CH3:2].CN(C(ON1N=NC2C=CC=CC1=2)=[N+](C)C)C.[B-](F)(F)(F)F.CN1CCOCC1.[CH3:54][C:55]1[O:59][C:58]([CH2:60][NH2:61])=[N:57][N:56]=1. (4) Given the product [ClH:1].[Cl:1][C:2]1[CH:3]=[C:4]([S:9]([N:12]2[CH:25]([CH2:26][C:27]([NH:47][CH2:46][CH2:45][C:42]3[CH:43]=[CH:44][C:39]([C:35]4[NH:36][CH2:37][CH2:38][N:34]=4)=[CH:40][CH:41]=3)=[O:29])[C:24]3[C:19](=[C:20]([O:30][CH3:31])[CH:21]=[CH:22][CH:23]=3)[C:18]3[CH:17]=[CH:16][CH:15]=[CH:14][C:13]2=3)(=[O:10])=[O:11])[CH:5]=[CH:6][C:7]=1[Cl:8], predict the reactants needed to synthesize it. The reactants are: [Cl:1][C:2]1[CH:3]=[C:4]([S:9]([N:12]2[CH:25]([CH2:26][C:27]([OH:29])=O)[C:24]3[C:19](=[C:20]([O:30][CH3:31])[CH:21]=[CH:22][CH:23]=3)[C:18]3[CH:17]=[CH:16][CH:15]=[CH:14][C:13]2=3)(=[O:11])=[O:10])[CH:5]=[CH:6][C:7]=1[Cl:8].Cl.Cl.[NH:34]1[CH2:38][CH2:37][N:36]=[C:35]1[C:39]1[CH:44]=[CH:43][C:42]([CH2:45][CH2:46][NH2:47])=[CH:41][CH:40]=1. (5) Given the product [Br:27][C:28]1[N:33]=[C:32]([CH2:34][NH:1][C:2]2[CH:3]=[C:4]3[C:9](=[C:10]([C:12]([F:13])([F:14])[F:15])[CH:11]=2)[N:8]=[CH:7][C:6]([C:16]#[N:17])=[C:5]3[NH:18][C:19]2[CH:24]=[CH:23][C:22]([F:25])=[C:21]([Cl:26])[CH:20]=2)[CH:31]=[CH:30][CH:29]=1, predict the reactants needed to synthesize it. The reactants are: [NH2:1][C:2]1[CH:3]=[C:4]2[C:9](=[C:10]([C:12]([F:15])([F:14])[F:13])[CH:11]=1)[N:8]=[CH:7][C:6]([C:16]#[N:17])=[C:5]2[NH:18][C:19]1[CH:24]=[CH:23][C:22]([F:25])=[C:21]([Cl:26])[CH:20]=1.[Br:27][C:28]1[N:33]=[C:32]([CH:34]=O)[CH:31]=[CH:30][CH:29]=1.[BH3-]C#N.[Na+]. (6) Given the product [Cl-:9].[C:13]1([C:11](=[O:12])[CH2:10][N+:3]2[C:2]([CH3:1])=[C:6]([CH2:7][OH:8])[S:5][CH:4]=2)[CH:18]=[CH:17][CH:16]=[CH:15][CH:14]=1, predict the reactants needed to synthesize it. The reactants are: [CH3:1][C:2]1[N:3]=[CH:4][S:5][C:6]=1[CH2:7][OH:8].[Cl:9][CH2:10][C:11]([C:13]1[CH:18]=[CH:17][CH:16]=[CH:15][CH:14]=1)=[O:12].C(#N)C. (7) Given the product [CH2:1]([CH:5]([CH2:11][C:12]1[CH:13]=[CH:14][C:15]([O:18][CH2:19][CH2:20][NH:21][C:22]([C:24]2[CH:25]=[CH:26][C:27]([OH:30])=[N:28][CH:29]=2)=[O:23])=[CH:16][CH:17]=1)[C:6]([OH:8])=[O:7])[CH2:2][CH2:3][CH3:4], predict the reactants needed to synthesize it. The reactants are: [CH2:1]([CH:5]([CH2:11][C:12]1[CH:17]=[CH:16][C:15]([O:18][CH2:19][CH2:20][NH:21][C:22]([C:24]2[CH:25]=[CH:26][C:27]([OH:30])=[N:28][CH:29]=2)=[O:23])=[CH:14][CH:13]=1)[C:6]([O:8]CC)=[O:7])[CH2:2][CH2:3][CH3:4].[OH-].[Na+].